Regression/Classification. Given a drug SMILES string, predict its toxicity properties. Task type varies by dataset: regression for continuous values (e.g., LD50, hERG inhibition percentage) or binary classification for toxic/non-toxic outcomes (e.g., AMES mutagenicity, cardiotoxicity, hepatotoxicity). Dataset: ld50_zhu. From a dataset of Acute oral toxicity (LD50) regression data from Zhu et al.. (1) The rat oral LD50 is 1.49, given as -log10 of the dose in mol/kg body weight (higher means more acutely toxic). The molecule is CCCOC(=O)CCC(=O)OCCC. (2) The rat oral LD50 is 1.85, given as -log10 of the dose in mol/kg body weight (higher means more acutely toxic). The drug is CC1CS(=O)(=O)CCN1N=Cc1ccc([N+](=O)[O-])o1.